From a dataset of NCI-60 drug combinations with 297,098 pairs across 59 cell lines. Regression. Given two drug SMILES strings and cell line genomic features, predict the synergy score measuring deviation from expected non-interaction effect. (1) Drug 1: C1=C(C(=O)NC(=O)N1)F. Drug 2: CCCS(=O)(=O)NC1=C(C(=C(C=C1)F)C(=O)C2=CNC3=C2C=C(C=N3)C4=CC=C(C=C4)Cl)F. Cell line: NCI-H226. Synergy scores: CSS=19.0, Synergy_ZIP=7.40, Synergy_Bliss=7.13, Synergy_Loewe=5.70, Synergy_HSA=6.22. (2) Drug 1: C1CC(C1)(C(=O)O)C(=O)O.[NH2-].[NH2-].[Pt+2]. Drug 2: C(CN)CNCCSP(=O)(O)O. Cell line: HCT116. Synergy scores: CSS=17.2, Synergy_ZIP=-3.14, Synergy_Bliss=3.20, Synergy_Loewe=-13.2, Synergy_HSA=1.19. (3) Drug 1: CCCCCOC(=O)NC1=NC(=O)N(C=C1F)C2C(C(C(O2)C)O)O. Drug 2: CCC1(C2=C(COC1=O)C(=O)N3CC4=CC5=C(C=CC(=C5CN(C)C)O)N=C4C3=C2)O.Cl. Cell line: A498. Synergy scores: CSS=21.0, Synergy_ZIP=-4.70, Synergy_Bliss=-0.148, Synergy_Loewe=-11.5, Synergy_HSA=0.429. (4) Drug 1: CN1CCC(CC1)COC2=C(C=C3C(=C2)N=CN=C3NC4=C(C=C(C=C4)Br)F)OC. Drug 2: CCC(=C(C1=CC=CC=C1)C2=CC=C(C=C2)OCCN(C)C)C3=CC=CC=C3.C(C(=O)O)C(CC(=O)O)(C(=O)O)O. Cell line: LOX IMVI. Synergy scores: CSS=16.2, Synergy_ZIP=-3.18, Synergy_Bliss=1.29, Synergy_Loewe=4.59, Synergy_HSA=5.15. (5) Cell line: ACHN. Drug 1: CC1=C2C(C(=O)C3(C(CC4C(C3C(C(C2(C)C)(CC1OC(=O)C(C(C5=CC=CC=C5)NC(=O)OC(C)(C)C)O)O)OC(=O)C6=CC=CC=C6)(CO4)OC(=O)C)OC)C)OC. Drug 2: CNC(=O)C1=NC=CC(=C1)OC2=CC=C(C=C2)NC(=O)NC3=CC(=C(C=C3)Cl)C(F)(F)F. Synergy scores: CSS=51.9, Synergy_ZIP=1.13, Synergy_Bliss=1.37, Synergy_Loewe=3.83, Synergy_HSA=4.99. (6) Drug 1: CC1=C(C(=CC=C1)Cl)NC(=O)C2=CN=C(S2)NC3=CC(=NC(=N3)C)N4CCN(CC4)CCO. Drug 2: CC12CCC3C(C1CCC2O)C(CC4=C3C=CC(=C4)O)CCCCCCCCCS(=O)CCCC(C(F)(F)F)(F)F. Cell line: SK-OV-3. Synergy scores: CSS=18.3, Synergy_ZIP=1.26, Synergy_Bliss=1.43, Synergy_Loewe=-45.4, Synergy_HSA=0.869.